Dataset: Peptide-MHC class I binding affinity with 185,985 pairs from IEDB/IMGT. Task: Regression. Given a peptide amino acid sequence and an MHC pseudo amino acid sequence, predict their binding affinity value. This is MHC class I binding data. The peptide sequence is ISVQPLWEW. The MHC is SLA-20401 with pseudo-sequence SLA-20401. The binding affinity (normalized) is 0.0847.